Dataset: Full USPTO retrosynthesis dataset with 1.9M reactions from patents (1976-2016). Task: Predict the reactants needed to synthesize the given product. (1) The reactants are: [NH:1]1[C:9]2[C:4](=[CH:5][C:6](B(O)O)=[CH:7][CH:8]=2)[CH:3]=[CH:2]1.Br[C:14]1[CH:15]=[C:16]([CH:18]=[CH:19][CH:20]=1)[NH2:17].C([O-])([O-])=O.[Na+].[Na+]. Given the product [NH:1]1[C:9]2[C:4](=[CH:5][C:6]([C:14]3[CH:15]=[C:16]([NH2:17])[CH:18]=[CH:19][CH:20]=3)=[CH:7][CH:8]=2)[CH:3]=[CH:2]1, predict the reactants needed to synthesize it. (2) Given the product [O:4]([CH2:3][C:2]([Cl:6])([Cl:5])[Cl:1])[S:7]([C:10]([F:13])([F:12])[F:11])(=[O:9])=[O:8], predict the reactants needed to synthesize it. The reactants are: [Cl:1][C:2]([Cl:6])([Cl:5])[CH2:3][OH:4].[S:7](O[S:7]([C:10]([F:13])([F:12])[F:11])(=[O:9])=[O:8])([C:10]([F:13])([F:12])[F:11])(=[O:9])=[O:8]. (3) Given the product [Cl:9][C:7]([C:6]1[C:10]([I:11])=[C:2]([NH:1][C:22]([CH2:21][O:20][C:17](=[O:19])[CH3:18])=[O:23])[C:3]([I:16])=[C:4]([C:13]([Cl:15])=[O:14])[C:5]=1[I:12])=[O:8], predict the reactants needed to synthesize it. The reactants are: [NH2:1][C:2]1[C:3]([I:16])=[C:4]([C:13]([Cl:15])=[O:14])[C:5]([I:12])=[C:6]([C:10]=1[I:11])[C:7]([Cl:9])=[O:8].[C:17]([O:20][CH2:21][C:22](Cl)=[O:23])(=[O:19])[CH3:18]. (4) The reactants are: [C:1]([O:5][C:6](=[O:19])[N:7]([CH2:10][C:11]1[CH:12]=[N:13][CH:14]=[C:15](Br)[C:16]=1[CH3:17])[CH2:8][CH3:9])([CH3:4])([CH3:3])[CH3:2].[N:20]1[CH:25]=[CH:24][C:23]([C:26]2[N:27]([CH2:55][O:56][CH2:57][CH2:58][Si:59]([CH3:62])([CH3:61])[CH3:60])[C:28]([C:31]3[C:39]4[C:34](=[CH:35][CH:36]=[C:37](B5OC(C)(C)C(C)(C)O5)[CH:38]=4)[N:33]([CH:49]4[CH2:54][CH2:53][CH2:52][CH2:51][O:50]4)[N:32]=3)=[CH:29][N:30]=2)=[CH:22][CH:21]=1.P([O-])([O-])([O-])=O.[K+].[K+].[K+]. Given the product [CH2:8]([N:7]([CH2:10][C:11]1[CH:12]=[N:13][CH:14]=[C:15]([C:37]2[CH:38]=[C:39]3[C:34](=[CH:35][CH:36]=2)[N:33]([CH:49]2[CH2:54][CH2:53][CH2:52][CH2:51][O:50]2)[N:32]=[C:31]3[C:28]2[N:27]([CH2:55][O:56][CH2:57][CH2:58][Si:59]([CH3:62])([CH3:61])[CH3:60])[C:26]([C:23]3[CH:24]=[CH:25][N:20]=[CH:21][CH:22]=3)=[N:30][CH:29]=2)[C:16]=1[CH3:17])[C:6](=[O:19])[O:5][C:1]([CH3:4])([CH3:3])[CH3:2])[CH3:9], predict the reactants needed to synthesize it. (5) Given the product [BrH:1].[NH2:11][C:9]1[C:8]([OH:14])=[C:7]2[C:3]([CH2:4][CH2:5][C:6]2=[O:15])=[CH:2][CH:10]=1, predict the reactants needed to synthesize it. The reactants are: [Br:1][C:2]1[CH:10]=[C:9]([N+:11]([O-])=O)[C:8]([OH:14])=[C:7]2[C:3]=1[CH2:4][CH2:5][C:6]2=[O:15]. (6) Given the product [CH2:26]([O:27][C:28](=[O:29])[C:30](=[N:21][NH:1][C:2]1[CH:3]=[C:4]([CH3:20])[C:5]([O:6][C:7]2[CH:12]=[CH:11][C:10]([OH:13])=[C:9]([CH:14]([CH3:16])[CH3:15])[CH:8]=2)=[C:17]([CH3:19])[CH:18]=1)[CH3:32])[CH3:25], predict the reactants needed to synthesize it. The reactants are: [NH2:1][C:2]1[CH:18]=[C:17]([CH3:19])[C:5]([O:6][C:7]2[CH:12]=[CH:11][C:10]([OH:13])=[C:9]([CH:14]([CH3:16])[CH3:15])[CH:8]=2)=[C:4]([CH3:20])[CH:3]=1.[N:21]([O-])=O.[Na+].[CH3:25][CH2:26][O:27][C:28]([CH:30]([C:32](C)=O)C)=[O:29]. (7) Given the product [O:14]1[CH:2]=[C:3]([C:5]2[CH:12]=[CH:11][C:8]([C:9]#[N:10])=[CH:7][CH:6]=2)[N:15]=[CH:13]1, predict the reactants needed to synthesize it. The reactants are: Br[CH2:2][C:3]([C:5]1[CH:12]=[CH:11][C:8]([C:9]#[N:10])=[CH:7][CH:6]=1)=O.[CH:13]([NH2:15])=[O:14]. (8) The reactants are: [OH-].[Na+].[Cl:3][C:4]1[CH:5]=[C:6]([C:14]2[O:18][N:17]=[C:16]([C:19]3[CH:20]=[CH:21][C:22]([F:35])=[C:23]4[C:27]=3[NH:26][CH:25]=[C:24]4[CH2:28][CH2:29][C:30]([O:32]CC)=[O:31])[N:15]=2)[CH:7]=[N:8][C:9]=1[O:10][CH:11]([CH3:13])[CH3:12].Cl. Given the product [Cl:3][C:4]1[CH:5]=[C:6]([C:14]2[O:18][N:17]=[C:16]([C:19]3[CH:20]=[CH:21][C:22]([F:35])=[C:23]4[C:27]=3[NH:26][CH:25]=[C:24]4[CH2:28][CH2:29][C:30]([OH:32])=[O:31])[N:15]=2)[CH:7]=[N:8][C:9]=1[O:10][CH:11]([CH3:13])[CH3:12], predict the reactants needed to synthesize it. (9) The reactants are: [CH2:1]([C@@H:5]1[NH:10][CH2:9][C@H:8]([CH2:11][CH:12]([CH3:14])[CH3:13])[NH:7][C:6]1=[O:15])[CH:2]([CH3:4])[CH3:3].[F:16][C:17]1[CH:27]=[CH:26][C:20]([CH:21]=[CH:22][C:23](O)=[O:24])=[CH:19][CH:18]=1.C([C@@H]1N(C(=O)/C=C/C2C=CC=CC=2)C[C@H](CC(C)C)NC1=O)C(C)C. Given the product [F:16][C:17]1[CH:18]=[CH:19][C:20]([CH:21]=[CH:22][C:23]([N:10]2[CH2:9][C@H:8]([CH2:11][CH:12]([CH3:14])[CH3:13])[NH:7][C:6](=[O:15])[C@@H:5]2[CH2:1][CH:2]([CH3:4])[CH3:3])=[O:24])=[CH:26][CH:27]=1, predict the reactants needed to synthesize it. (10) Given the product [C:1]1([S:7]([C:10]2[CH:11]=[CH:12][C:13]([OH:16])=[C:14]([N+:22]([O-:24])=[O:23])[CH:15]=2)(=[O:8])=[O:9])[CH:6]=[CH:5][CH:4]=[CH:3][CH:2]=1, predict the reactants needed to synthesize it. The reactants are: [C:1]1([S:7]([C:10]2[CH:15]=[CH:14][C:13]([OH:16])=[CH:12][CH:11]=2)(=[O:9])=[O:8])[CH:6]=[CH:5][CH:4]=[CH:3][CH:2]=1.OS(O)(=O)=O.[N+:22]([O-])([OH:24])=[O:23].